This data is from Full USPTO retrosynthesis dataset with 1.9M reactions from patents (1976-2016). The task is: Predict the reactants needed to synthesize the given product. (1) Given the product [NH:35]1[C:31]([C:26]2[CH:27]=[CH:28][CH:29]=[CH:30][C:25]=2[C:21]2[CH:20]=[C:19]3[C:24](=[CH:23][CH:22]=2)[C@@H:16]([N:15]2[C:6]4=[N:7][C:8]([CH2:12][O:13][CH3:14])=[CH:9][C:10]([CH3:11])=[C:5]4[N:4]=[C:3]2[CH2:1][CH3:2])[CH2:17][CH2:18]3)=[N:32][N:33]=[N:34]1, predict the reactants needed to synthesize it. The reactants are: [CH2:1]([C:3]1[N:15]([C@@H:16]2[C:24]3[C:19](=[CH:20][C:21]([C:25]4[CH:30]=[CH:29][CH:28]=[CH:27][C:26]=4[C:31]4[N:35](C(C5C=CC=CC=5)(C5C=CC=CC=5)C5C=CC=CC=5)[N:34]=[N:33][N:32]=4)=[CH:22][CH:23]=3)[CH2:18][CH2:17]2)[C:6]2=[N:7][C:8]([CH2:12][O:13][CH3:14])=[CH:9][C:10]([CH3:11])=[C:5]2[N:4]=1)[CH3:2]. (2) Given the product [F:22][C:23]1[CH:24]=[CH:25][C:26]([CH2:27][O:28][CH2:29][C:30]([NH:32][CH2:33][CH2:34][CH2:35][CH2:36][CH2:37][C:38]2[N:39]=[C:40]([CH:43]=[O:44])[S:41][CH:42]=2)=[O:31])=[CH:45][CH:46]=1, predict the reactants needed to synthesize it. The reactants are: [Cr](O[Cr]([O-])(=O)=O)([O-])(=O)=O.[NH+]1C=CC=CC=1.[NH+]1C=CC=CC=1.[F:22][C:23]1[CH:46]=[CH:45][C:26]([CH2:27][O:28][CH2:29][C:30]([NH:32][CH2:33][CH2:34][CH2:35][CH2:36][CH2:37][C:38]2[N:39]=[C:40]([CH2:43][OH:44])[S:41][CH:42]=2)=[O:31])=[CH:25][CH:24]=1. (3) Given the product [Br:11][C:6]1[CH:5]=[N:4][CH:3]=[C:2]([Br:1])[C:7]=1[C:8](=[O:10])[CH3:9], predict the reactants needed to synthesize it. The reactants are: [Br:1][C:2]1[CH:3]=[N:4][CH:5]=[C:6]([Br:11])[C:7]=1[CH:8]([OH:10])[CH3:9].CC(OI1(OC(C)=O)(OC(C)=O)OC(=O)C2C=CC=CC1=2)=O.